From a dataset of Catalyst prediction with 721,799 reactions and 888 catalyst types from USPTO. Predict which catalyst facilitates the given reaction. (1) Reactant: [OH-:1].[K+].[C:3]1([C:9]23[CH2:16][CH2:15][C:12]([CH2:17][C:18]#N)([CH2:13][CH2:14]2)[CH2:11][CH2:10]3)[CH:8]=[CH:7][CH:6]=[CH:5][CH:4]=1.Cl.[OH2:21]. Product: [C:3]1([C:9]23[CH2:16][CH2:15][C:12]([CH2:17][C:18]([OH:21])=[O:1])([CH2:13][CH2:14]2)[CH2:11][CH2:10]3)[CH:8]=[CH:7][CH:6]=[CH:5][CH:4]=1. The catalyst class is: 196. (2) The catalyst class is: 8. Reactant: [CH3:1][C:2]1[O:6][C:5]([C:7]2[CH:12]=[CH:11][CH:10]=[CH:9][CH:8]=2)=[N:4][C:3]=1[CH2:13][O:14][C:15]1[CH:38]=[CH:37][C:18]([CH2:19][O:20][C:21]2[C:25]([CH2:26][C:27]([O:29]C)=[O:28])=[CH:24][N:23]([C:31]3[CH:36]=[CH:35][CH:34]=[CH:33][CH:32]=3)[N:22]=2)=[CH:17][CH:16]=1.[OH-].[Na+].O1CCCC1.Cl. Product: [CH3:1][C:2]1[O:6][C:5]([C:7]2[CH:8]=[CH:9][CH:10]=[CH:11][CH:12]=2)=[N:4][C:3]=1[CH2:13][O:14][C:15]1[CH:16]=[CH:17][C:18]([CH2:19][O:20][C:21]2[C:25]([CH2:26][C:27]([OH:29])=[O:28])=[CH:24][N:23]([C:31]3[CH:32]=[CH:33][CH:34]=[CH:35][CH:36]=3)[N:22]=2)=[CH:37][CH:38]=1.